Predict the reaction yield, written as a fraction of the theoretical maximum amount of product (1.0 means a 100% yield; for example, 0.34 means a 34% yield). From a dataset of Reaction yield outcomes from USPTO patents with 853,638 reactions. (1) The reactants are [Cl:1][C:2]1[CH:22]=[C:21]([Cl:23])[CH:20]=[CH:19][C:3]=1[CH2:4][N:5]1[C:9]([CH2:10][CH2:11][C:12]([OH:14])=O)=[CH:8][C:7]([O:15][CH:16]([CH3:18])[CH3:17])=[N:6]1.[F:24][C:25]([F:37])([F:36])[C:26]1[CH:31]=[CH:30][C:29]([S:32]([NH2:35])(=[O:34])=[O:33])=[CH:28][CH:27]=1.N12CCCN=C1CCCCC2. The catalyst is O1CCCC1. The product is [Cl:1][C:2]1[CH:22]=[C:21]([Cl:23])[CH:20]=[CH:19][C:3]=1[CH2:4][N:5]1[C:9]([CH2:10][CH2:11][C:12]([NH:35][S:32]([C:29]2[CH:28]=[CH:27][C:26]([C:25]([F:24])([F:37])[F:36])=[CH:31][CH:30]=2)(=[O:33])=[O:34])=[O:14])=[CH:8][C:7]([O:15][CH:16]([CH3:18])[CH3:17])=[N:6]1. The yield is 0.890. (2) The reactants are [C:1]([C:3]1[C:4]([C:9]2[CH:14]=[CH:13][CH:12]=[CH:11][CH:10]=2)=[N:5][O:6][C:7]=1[CH3:8])#[CH:2].Br[C:16]1[CH:21]=[C:20]([C:22]([F:25])([F:24])[F:23])[CH:19]=[CH:18][N:17]=1. No catalyst specified. The product is [CH3:8][C:7]1[O:6][N:5]=[C:4]([C:9]2[CH:14]=[CH:13][CH:12]=[CH:11][CH:10]=2)[C:3]=1[C:1]#[C:2][C:16]1[CH:21]=[C:20]([C:22]([F:25])([F:24])[F:23])[CH:19]=[CH:18][N:17]=1. The yield is 0.760. (3) The catalyst is CN(C=O)C.C(OCC)(=O)C. The yield is 0.420. The reactants are [N+:1]([C:4]1[CH:9]=[C:8]([N+:10]([O-:12])=[O:11])[CH:7]=[CH:6][C:5]=1[CH2:13][C:14]([O:16][CH:17]([CH3:19])[CH3:18])=[O:15])([O-:3])=[O:2].Cl[C:21]1[C:26]([N+:27]([O-:29])=[O:28])=[CH:25][C:24]([N+:30]([O-:32])=[O:31])=[CH:23][N:22]=1.Cl. The product is [N+:1]([C:4]1[CH:9]=[C:8]([N+:10]([O-:12])=[O:11])[CH:7]=[CH:6][C:5]=1[CH:13]([C:21]1[C:26]([N+:27]([O-:29])=[O:28])=[CH:25][C:24]([N+:30]([O-:32])=[O:31])=[CH:23][N:22]=1)[C:14]([O:16][CH:17]([CH3:19])[CH3:18])=[O:15])([O-:3])=[O:2]. (4) The reactants are Br[CH2:2][C:3]1[CH:8]=[CH:7][C:6]([C:9]2[N:13]=[C:12]([CH3:14])[O:11][N:10]=2)=[CH:5][C:4]=1[N+:15]([O-:17])=[O:16].[C:18]1(=[O:28])[NH:22][C:21](=[O:23])[C:20]2=[CH:24][CH:25]=[CH:26][CH:27]=[C:19]12.[K].O. The catalyst is CN(C=O)C. The product is [CH3:14][C:12]1[O:11][N:10]=[C:9]([C:6]2[CH:7]=[CH:8][C:3]([CH2:2][N:22]3[C:18](=[O:28])[C:19]4[C:20](=[CH:24][CH:25]=[CH:26][CH:27]=4)[C:21]3=[O:23])=[C:4]([N+:15]([O-:17])=[O:16])[CH:5]=2)[N:13]=1. The yield is 0.900. (5) The product is [CH:34]1[C:42]2[C:41]3[CH:43]=[CH:44][CH:45]=[CH:46][C:40]=3[O:39][C:38]=2[C:37]([C:47]2[CH:48]=[CH:49][C:50]3[N:51]([C:6]4[CH:7]=[CH:2][CH:3]=[C:4]([C:8]5[CH:21]=[CH:20][C:19]6[C:10](=[C:11]([C:28]7[CH:33]=[CH:32][CH:31]=[CH:30][CH:29]=7)[C:12]7[C:17]([C:18]=6[C:22]6[CH:27]=[CH:26][CH:25]=[CH:24][CH:23]=6)=[CH:16][CH:15]=[CH:14][CH:13]=7)[CH:9]=5)[CH:5]=4)[C:52]4[C:57]([C:58]=3[CH:59]=2)=[CH:56][CH:55]=[CH:54][CH:53]=4)=[CH:36][CH:35]=1. The yield is 0.600. The reactants are Br[C:2]1[CH:3]=[C:4]([C:8]2[CH:21]=[CH:20][C:19]3[C:10](=[C:11]([C:28]4[CH:33]=[CH:32][CH:31]=[CH:30][CH:29]=4)[C:12]4[C:17]([C:18]=3[C:22]3[CH:27]=[CH:26][CH:25]=[CH:24][CH:23]=3)=[CH:16][CH:15]=[CH:14][CH:13]=4)[CH:9]=2)[CH:5]=[CH:6][CH:7]=1.[CH:34]1[C:42]2[C:41]3[CH:43]=[CH:44][CH:45]=[CH:46][C:40]=3[O:39][C:38]=2[C:37]([C:47]2[CH:48]=[CH:49][C:50]3[NH:51][C:52]4[C:57]([C:58]=3[CH:59]=2)=[CH:56][CH:55]=[CH:54][CH:53]=4)=[CH:36][CH:35]=1.CC(C)([O-])C.[Na+].C(P(C(C)(C)C)C(C)(C)C)(C)(C)C. The catalyst is C1C=CC(/C=C/C(/C=C/C2C=CC=CC=2)=O)=CC=1.C1C=CC(/C=C/C(/C=C/C2C=CC=CC=2)=O)=CC=1.[Pd].CCCCCC.C1(C)C=CC=CC=1. (6) The catalyst is CN(C)C=O.[Pd]. The yield is 0.730. The reactants are [CH3:1][O:2][C:3]([CH2:5][O:6][C:7](=[O:19])[CH2:8][O:9][C:10]1[CH:15]=[CH:14][C:13]([N+:16]([O-])=O)=[CH:12][CH:11]=1)=[O:4]. The product is [CH3:1][O:2][C:3]([CH2:5][O:6][C:7](=[O:19])[CH2:8][O:9][C:10]1[CH:11]=[CH:12][C:13]([NH2:16])=[CH:14][CH:15]=1)=[O:4].